From a dataset of Reaction yield outcomes from USPTO patents with 853,638 reactions. Predict the reaction yield, written as a fraction of the theoretical maximum amount of product (1.0 means a 100% yield; for example, 0.34 means a 34% yield). (1) The reactants are [CH3:1][C:2]1[C:10]([N+:11]([O-:13])=[O:12])=[CH:9][C:8]([F:14])=[CH:7][C:3]=1[C:4]([OH:6])=[O:5].CI.[C:17](=O)([O-])[O-].[K+].[K+]. The catalyst is CN(C)C=O. The product is [CH3:17][O:5][C:4](=[O:6])[C:3]1[CH:7]=[C:8]([F:14])[CH:9]=[C:10]([N+:11]([O-:13])=[O:12])[C:2]=1[CH3:1]. The yield is 0.259. (2) The reactants are [C:1]([O:5][C:6]([N:8]1[CH2:13][CH2:12][C:11](=O)[CH2:10][CH2:9]1)=[O:7])([CH3:4])([CH3:3])[CH3:2].[CH2:15]([NH2:17])[CH3:16].C(O)(=O)C.C(O[BH-](OC(=O)C)OC(=O)C)(=O)C.[Na+]. The catalyst is C1COCC1. The product is [C:1]([O:5][C:6]([N:8]1[CH2:13][CH2:12][CH:11]([NH:17][CH2:15][CH3:16])[CH2:10][CH2:9]1)=[O:7])([CH3:4])([CH3:3])[CH3:2]. The yield is 0.990. (3) No catalyst specified. The product is [CH3:1][O:2][C:3]1[CH:11]=[CH:10][C:6]([C:7]([NH:31][C:30]2[CH:29]=[CH:28][N:27]=[CH:26][C:25]=2[NH:24][C:22](=[O:23])[C:21]2[CH:20]=[CH:19][C:18]([C:15]3[CH:14]=[CH:13][N:12]=[CH:17][CH:16]=3)=[CH:33][CH:32]=2)=[O:8])=[CH:5][CH:4]=1. The reactants are [CH3:1][O:2][C:3]1[CH:11]=[CH:10][C:6]([C:7](Cl)=[O:8])=[CH:5][CH:4]=1.[N:12]1[CH:17]=[CH:16][C:15]([C:18]2[CH:33]=[CH:32][C:21]([C:22]([NH:24][C:25]3[CH:26]=[N:27][CH:28]=[CH:29][C:30]=3[NH2:31])=[O:23])=[CH:20][CH:19]=2)=[CH:14][CH:13]=1. The yield is 0.0400. (4) The reactants are [NH2:1][C:2]1[C:3]([O:13][CH3:14])=[N:4][C:5]2[C:10]([N:11]=1)=[CH:9][C:8]([F:12])=[CH:7][CH:6]=2.Cl[C:16]([O:18][CH2:19][CH3:20])=[O:17].N1C=CC=CC=1. The catalyst is ClCCl. The product is [F:12][C:8]1[CH:9]=[C:10]2[C:5](=[CH:6][CH:7]=1)[N:4]=[C:3]([O:13][CH3:14])[C:2]([NH:1][C:16](=[O:17])[O:18][CH2:19][CH3:20])=[N:11]2. The yield is 0.930. (5) The reactants are Br[C:2]1[C:3]([OH:10])=[N:4][CH:5]=[C:6]([CH:9]=1)[C:7]#[N:8].[CH:11]([C:13]1[CH:14]=[C:15](B(O)O)[CH:16]=[CH:17][CH:18]=1)=[O:12]. No catalyst specified. The product is [CH:11]([C:13]1[CH:18]=[C:17]([C:2]2[C:3]([OH:10])=[N:4][CH:5]=[C:6]([CH:9]=2)[C:7]#[N:8])[CH:16]=[CH:15][CH:14]=1)=[O:12]. The yield is 0.400.